From a dataset of Orexin1 receptor HTS with 218,158 compounds and 233 confirmed actives. Binary Classification. Given a drug SMILES string, predict its activity (active/inactive) in a high-throughput screening assay against a specified biological target. (1) The molecule is S(=O)(=O)(N1CCCC1)c1ccc(cc1)C(=O)N(CCCN(C)C)c1sc2c(n1)ccc(OCC)c2. The result is 0 (inactive). (2) The drug is O1CCN(c2c1cccc2)C(=O)CCC(=O)NCCCN1CCN(CC1)CC. The result is 0 (inactive). (3) The molecule is O(CC(=O)c1c(n(c(=O)n(c1=O)C)C)N)C(=O)c1c2c(ncc1)cccc2. The result is 0 (inactive). (4) The molecule is O=C(Nc1ccc(cc1)C(=O)C)CCCCCn1nnc2c(c1=O)cccc2. The result is 0 (inactive). (5) The compound is O(c1ccc(cc1)C)CC(=O)Nc1cc(OC)ccc1. The result is 0 (inactive). (6) The molecule is Clc1cc(CNC(=O)CCNC(=O)C2CCN(S(=O)(=O)c3ccc(F)cc3)CC2)ccc1. The result is 0 (inactive). (7) The drug is O=C1N(C(=O)C2C1C1CC2C=C1)C(C)C(OCC(=O)c1cc([N+]([O-])=O)ccc1)=O. The result is 0 (inactive).